Task: Predict which catalyst facilitates the given reaction.. Dataset: Catalyst prediction with 721,799 reactions and 888 catalyst types from USPTO (1) Reactant: [Cl:1][C:2]1[N:7]=[C:6]2[N:8]([CH2:11][C:12]3[C:21]4[C:16](=[CH:17][CH:18]=[CH:19][CH:20]=4)[CH:15]=[CH:14][CH:13]=3)[CH:9]=[N:10][C:5]2=[C:4](Cl)[CH:3]=1.[CH3:23][O-:24].[Na+]. Product: [Cl:1][C:2]1[N:7]=[C:6]2[N:8]([CH2:11][C:12]3[C:21]4[C:16](=[CH:17][CH:18]=[CH:19][CH:20]=4)[CH:15]=[CH:14][CH:13]=3)[CH:9]=[N:10][C:5]2=[C:4]([O:24][CH3:23])[CH:3]=1. The catalyst class is: 24. (2) Reactant: C(OC([N:8]1[CH2:13][CH2:12][CH:11]([CH2:14][NH2:15])[CH2:10][CH2:9]1)=O)(C)(C)C.C(N(C(C)C)CC)(C)C.[F:25][C:26]1[CH:31]=[CH:30][CH:29]=[CH:28][C:27]=1[S:32](Cl)(=[O:34])=[O:33].FC(F)(F)C(O)=O. Product: [F:25][C:26]1[CH:31]=[CH:30][CH:29]=[CH:28][C:27]=1[S:32]([NH:15][CH2:14][CH:11]1[CH2:10][CH2:9][NH:8][CH2:13][CH2:12]1)(=[O:34])=[O:33]. The catalyst class is: 2.